Dataset: Forward reaction prediction with 1.9M reactions from USPTO patents (1976-2016). Task: Predict the product of the given reaction. (1) Given the reactants [C:1]([O:5][C:6]([N:8]1[CH2:20][C@@H:19]([CH3:21])[N:18]2[C@H:10]([CH2:11][C:12]3[C:17]2=[N:16][C:15]([CH2:22][O:23][CH2:24][CH:25]2[CH2:27][CH2:26]2)=[C:14](Br)[CH:13]=3)[CH2:9]1)=[O:7])([CH3:4])([CH3:3])[CH3:2].C1(P(C2C=CC=CC=2)CCCP(C2C=CC=CC=2)C2C=CC=CC=2)C=CC=CC=1.C(N(CC)CC)C, predict the reaction product. The product is: [CH3:1][O:5][C:6]([C:14]1[CH:13]=[C:12]2[C:17]([N:18]3[C@H:10]([CH2:11]2)[CH2:9][N:8]([C:6]([O:5][C:1]([CH3:4])([CH3:3])[CH3:2])=[O:7])[CH2:20][C@H:19]3[CH3:21])=[N:16][C:15]=1[CH2:22][O:23][CH2:24][CH:25]1[CH2:27][CH2:26]1)=[O:7]. (2) Given the reactants [CH3:1][O:2][C:3](=[O:11])[C:4]1[CH:9]=[CH:8][N:7]=[CH:6][C:5]=1Br.C(N(CC)CC)C.[C:19]([C:23]1[CH:28]=[CH:27][C:26]([C:29]#[CH:30])=[CH:25][CH:24]=1)([CH3:22])([CH3:21])[CH3:20], predict the reaction product. The product is: [CH3:1][O:2][C:3](=[O:11])[C:4]1[CH:9]=[CH:8][N:7]=[CH:6][C:5]=1[C:30]#[C:29][C:26]1[CH:25]=[CH:24][C:23]([C:19]([CH3:22])([CH3:21])[CH3:20])=[CH:28][CH:27]=1. (3) Given the reactants [CH3:1][O:2][C:3]1[CH:11]=[CH:10][C:6]([CH2:7][CH2:8][NH2:9])=[CH:5][CH:4]=1.[OH-].[Na+].[C:14](Cl)(=[O:16])[CH3:15], predict the reaction product. The product is: [CH3:1][O:2][C:3]1[CH:11]=[CH:10][C:6]([CH2:7][CH2:8][NH:9][C:14](=[O:16])[CH3:15])=[CH:5][CH:4]=1. (4) The product is: [CH3:31][S:28]([C:25]1[CH:26]=[CH:27][C:22]([NH:20][C:18]2[N:19]=[C:12]3[C:11]([C:8]4[CH:9]=[CH:10][C:5]([S:2]([CH3:1])(=[O:3])=[O:4])=[CH:6][CH:7]=4)=[CH:16][CH:15]=[CH:14][N:13]3[N:17]=2)=[CH:23][CH:24]=1)(=[O:30])=[O:29]. Given the reactants [CH3:1][S:2]([C:5]1[CH:10]=[CH:9][C:8]([C:11]2[C:12]3[N:13]([N:17]=[C:18]([NH2:20])[N:19]=3)[CH:14]=[CH:15][CH:16]=2)=[CH:7][CH:6]=1)(=[O:4])=[O:3].Br[C:22]1[CH:27]=[CH:26][C:25]([S:28]([CH3:31])(=[O:30])=[O:29])=[CH:24][CH:23]=1.C1(P(C2CCCCC2)C2C=CC=CC=2C2C=CC=CC=2P(C2CCCCC2)C2CCCCC2)CCCCC1, predict the reaction product. (5) The product is: [CH3:16][C:6]1[C:7]([CH:8]([CH2:13][CH2:14][CH3:15])[C:9]([O:11][CH3:12])=[O:10])=[C:2]([C:40]2[CH:48]=[C:47]3[C:43](=[CH:42][CH:41]=2)[CH2:44][CH2:45][C:46]3=[O:49])[N:3]=[C:4]([C:17]2[CH:22]=[CH:21][CH:20]=[CH:19][CH:18]=2)[N:5]=1. Given the reactants Cl[C:2]1[C:7]([CH:8]([CH2:13][CH2:14][CH3:15])[C:9]([O:11][CH3:12])=[O:10])=[C:6]([CH3:16])[N:5]=[C:4]([C:17]2[CH:22]=[CH:21][CH:20]=[CH:19][CH:18]=2)[N:3]=1.C(N(CC)C(C)C)(C)C.CC1(C)C(C)(C)OB([C:40]2[CH:48]=[C:47]3[C:43]([CH2:44][CH2:45][C:46]3=[O:49])=[CH:42][CH:41]=2)O1, predict the reaction product. (6) Given the reactants [Cl:1][C:2]1[CH:7]=[CH:6][C:5]([C:8]2[C:9]([O:24][CH2:25][CH2:26][CH2:27][CH2:28][C:29](O)=[O:30])=[N:10][CH:11]=[C:12]([C:14](=[O:23])[NH:15][C@@H:16]3[CH2:21][CH2:20][CH2:19][CH2:18][C@H:17]3[OH:22])[CH:13]=2)=[CH:4][CH:3]=1.CN(C(O[N:40]1N=N[C:42]2[CH:43]=[CH:44]C=C[C:41]1=2)=[N+](C)C)C.[B-](F)(F)(F)F.C(N(CC)C(C)C)(C)C, predict the reaction product. The product is: [CH2:41]([NH:40][C:29]([CH2:28][CH2:27][CH2:26][CH2:25][O:24][C:9]1[C:8]([C:5]2[CH:6]=[CH:7][C:2]([Cl:1])=[CH:3][CH:4]=2)=[CH:13][C:12]([C:14]([NH:15][C@@H:16]2[CH2:21][CH2:20][CH2:19][CH2:18][C@H:17]2[OH:22])=[O:23])=[CH:11][N:10]=1)=[O:30])[CH2:42][CH2:43][CH3:44]. (7) Given the reactants [O:1]=[C:2]=[N:3]C1CC(C)(C)CC(C)(CN=C=O)C1.C(C1[C:26]([OH:27])=[C:25](C(C)(C)C)C=C(C)C=1)(C)(C)C.C1C2NC3C(=CC=CC=3)SC=2C=CC=1.[C:47]([O-:60])(=[O:59])[CH2:48][CH2:49]CCCCCCCCC.[C:47]([O-:60])(=[O:59])[CH2:48][CH2:49]CCCCCCCCC.C([Sn+2]CCCC)CCC, predict the reaction product. The product is: [C:47]([OH:60])(=[O:59])[CH:48]=[CH2:49].[NH2:3][C:2]([O:27][CH2:26][CH3:25])=[O:1]. (8) Given the reactants [CH2:1]([O:3][C:4]([C:6]1([C:9]2[CH:14]=[CH:13][C:12]([C:15]3[CH:20]=[CH:19][C:18]([C:21]4[O:25][N:24]=[C:23]([CH3:26])[C:22]=4[CH:27]4[CH:29]([CH2:30][CH2:31][C:32]5[CH:37]=[CH:36][CH:35]=[CH:34][CH:33]=5)[O:28]4)=[CH:17][CH:16]=3)=[CH:11][CH:10]=2)[CH2:8][CH2:7]1)=[O:5])[CH3:2].B(F)(F)F.CCOCC, predict the reaction product. The product is: [CH2:1]([O:3][C:4]([C:6]1([C:9]2[CH:14]=[CH:13][C:12]([C:15]3[CH:20]=[CH:19][C:18]([C:21]4[O:25][N:24]=[C:23]([CH3:26])[C:22]=4[CH2:27][C:29](=[O:28])[CH2:30][CH2:31][C:32]4[CH:37]=[CH:36][CH:35]=[CH:34][CH:33]=4)=[CH:17][CH:16]=3)=[CH:11][CH:10]=2)[CH2:8][CH2:7]1)=[O:5])[CH3:2]. (9) Given the reactants [CH:1]1([CH2:4][O:5][C:6]2[CH:25]=[CH:24][C:9]3[N:10]=[C:11]([C@H:13]4[CH2:18][CH2:17][C@H:16]([O:19][CH2:20][C:21](=[O:23])[CH3:22])[CH2:15][CH2:14]4)[O:12][C:8]=3[CH:7]=2)[CH2:3][CH2:2]1.[BH4-].[Na+], predict the reaction product. The product is: [CH:1]1([CH2:4][O:5][C:6]2[CH:25]=[CH:24][C:9]3[N:10]=[C:11]([C@H:13]4[CH2:18][CH2:17][C@H:16]([O:19][CH2:20][CH:21]([OH:23])[CH3:22])[CH2:15][CH2:14]4)[O:12][C:8]=3[CH:7]=2)[CH2:3][CH2:2]1.